Dataset: Full USPTO retrosynthesis dataset with 1.9M reactions from patents (1976-2016). Task: Predict the reactants needed to synthesize the given product. (1) Given the product [CH3:1][O:2][C:3]([C:5]1[S:6][C:7]([C:27]2[CH:28]=[CH:29][CH:30]=[CH:31][CH:32]=2)=[CH:8][C:9]=1[N:10]([C@H:11]1[CH2:16][CH2:15][C@H:14]([OH:17])[CH2:13][CH2:12]1)[C:18]([C@H:20]1[CH2:25][CH2:24][C@H:23]([CH3:26])[CH2:22][CH2:21]1)=[O:19])=[O:4], predict the reactants needed to synthesize it. The reactants are: [CH3:1][O:2][C:3]([C:5]1[S:6][C:7]([C:27]2[CH:32]=[CH:31][CH:30]=[CH:29][CH:28]=2)=[CH:8][C:9]=1[N:10]([C:18]([CH:20]1[CH2:25][CH2:24][CH:23]([CH3:26])[CH2:22][CH2:21]1)=[O:19])[CH:11]1[CH2:16][CH2:15][C:14](=[O:17])[CH2:13][CH2:12]1)=[O:4].[BH4-].[Na+]. (2) Given the product [C:1]([C:5]1[N:10]=[C:9]([NH:11][CH2:12][C:13]2[O:14][CH:15]=[CH:16][CH:17]=2)[C:8]([C:18]([N:20]([CH2:36][CH:37]([CH3:39])[CH3:38])[C@H:21]2[CH2:26][C@@H:25]([C:27]3[N:40]=[N:41][NH:42][N:28]=3)[CH2:24][N:23]([C:29]([O:31][C:32]([CH3:35])([CH3:34])[CH3:33])=[O:30])[CH2:22]2)=[O:19])=[CH:7][N:6]=1)([CH3:4])([CH3:3])[CH3:2], predict the reactants needed to synthesize it. The reactants are: [C:1]([C:5]1[N:10]=[C:9]([NH:11][CH2:12][C:13]2[O:14][CH:15]=[CH:16][CH:17]=2)[C:8]([C:18]([N:20]([CH2:36][CH:37]([CH3:39])[CH3:38])[C@H:21]2[CH2:26][C@@H:25]([C:27]#[N:28])[CH2:24][N:23]([C:29]([O:31][C:32]([CH3:35])([CH3:34])[CH3:33])=[O:30])[CH2:22]2)=[O:19])=[CH:7][N:6]=1)([CH3:4])([CH3:3])[CH3:2].[N:40]([Si](C)(C)C)=[N+:41]=[N-:42].C([Sn](CCCC)=O)CCC. (3) Given the product [Cl:1][C:2]1[CH:3]=[C:4]([NH:17][C:18]2[C:27]3[CH2:26][C:25](=[N:28][O:29][CH2:30][CH2:31][NH:32][CH2:33][CH3:34])[CH:24]=[CH:23][C:22]=3[N:21]=[CH:20][N:19]=2)[CH:5]=[CH:6][C:7]=1[O:8][CH2:9][C:10]1[CH:15]=[CH:14][CH:13]=[C:12]([F:16])[CH:11]=1, predict the reactants needed to synthesize it. The reactants are: [Cl:1][C:2]1[CH:3]=[C:4]([NH:17][C:18]2[C:27]3[CH2:26][C:25](=[N:28][O:29][CH2:30][CH2:31][N:32](C(OC(C)(C)C)=O)[CH2:33][CH3:34])[CH:24]=[CH:23][C:22]=3[N:21]=[CH:20][N:19]=2)[CH:5]=[CH:6][C:7]=1[O:8][CH2:9][C:10]1[CH:15]=[CH:14][CH:13]=[C:12]([F:16])[CH:11]=1.FC(F)(F)C(O)=O. (4) The reactants are: [H-].[Na+].[N:3]1[CH:8]=[CH:7][C:6]([OH:9])=[CH:5][CH:4]=1.C1(C)C=CC(S(O[CH2:20][C:21]([F:24])([F:23])[F:22])(=O)=O)=CC=1. Given the product [F:22][C:21]([F:24])([F:23])[CH2:20][O:9][C:6]1[CH:7]=[CH:8][N:3]=[CH:4][CH:5]=1, predict the reactants needed to synthesize it. (5) Given the product [C:1]([C:5]1[CH:12]=[CH:11][C:8]([O:9][CH3:10])=[C:7]([NH:13][C:19]([NH:18][C:23]2[C:32]3[C:27](=[CH:28][CH:29]=[CH:30][CH:31]=3)[C:26]([C:33]3[CH:43]=[N:42][C:36]4[O:37][CH2:38][C:39](=[O:41])[NH:40][C:35]=4[CH:34]=3)=[CH:25][CH:24]=2)=[O:20])[CH:6]=1)([CH3:4])([CH3:2])[CH3:3], predict the reactants needed to synthesize it. The reactants are: [C:1]([C:5]1[CH:6]=[C:7]([NH2:13])[C:8](=[CH:11][CH:12]=1)[O:9][CH3:10])([CH3:4])([CH3:3])[CH3:2].C(Cl)(Cl)=O.[N-:18]=[C:19]=[O:20].Cl.N[C:23]1[C:32]2[C:27](=[CH:28][CH:29]=[CH:30][CH:31]=2)[C:26]([C:33]2[CH:43]=[N:42][C:36]3[O:37][CH2:38][C:39](=[O:41])[NH:40][C:35]=3[CH:34]=2)=[CH:25][CH:24]=1.C(N(C(C)C)CC)(C)C.